Predict the product of the given reaction. From a dataset of Forward reaction prediction with 1.9M reactions from USPTO patents (1976-2016). (1) Given the reactants [F:1][C@H:2]([C:4]1[S:8][C:7]2=[N:9][C:10]([C:12]3[O:13][C:14]4[C:15](=[C:17]([OH:23])[CH:18]=[C:19]([O:21][CH3:22])[CH:20]=4)[CH:16]=3)=[CH:11][N:6]2[N:5]=1)[CH3:3].O[CH2:25][C:26]1[N:27]=[C:28]([C:31]2[CH:41]=[CH:40][C:34]([C:35]([N:37]([CH3:39])[CH3:38])=[O:36])=[CH:33][CH:32]=2)[S:29][CH:30]=1.C(P(CCCC)CCCC)CCC.N(C(N1CCCCC1)=O)=NC(N1CCCCC1)=O, predict the reaction product. The product is: [F:1][C@H:2]([C:4]1[S:8][C:7]2=[N:9][C:10]([C:12]3[O:13][C:14]4[CH:20]=[C:19]([O:21][CH3:22])[CH:18]=[C:17]([O:23][CH2:25][C:26]5[N:27]=[C:28]([C:31]6[CH:41]=[CH:40][C:34]([C:35]([N:37]([CH3:38])[CH3:39])=[O:36])=[CH:33][CH:32]=6)[S:29][CH:30]=5)[C:15]=4[CH:16]=3)=[CH:11][N:6]2[N:5]=1)[CH3:3]. (2) Given the reactants S(=O)(=O)(O)O.[NH2:6][C:7]1[CH:8]=[N:9][N:10]([CH3:13])[C:11]=1[NH2:12].O=C1CCC(=O)N1[O:21][C:22](=O)[CH2:23][NH:24][C:25](=[O:31])[O:26][C:27]([CH3:30])([CH3:29])[CH3:28].C(N(C(C)C)CC)(C)C.C(=O)([O-])O.[Na+], predict the reaction product. The product is: [NH2:12][C:11]1[N:10]([CH3:13])[N:9]=[CH:8][C:7]=1[NH:6][C:22](=[O:21])[CH2:23][NH:24][C:25](=[O:31])[O:26][C:27]([CH3:28])([CH3:29])[CH3:30]. (3) Given the reactants [C:1]1([CH2:7][C:8]([C:10]2[CH:15]=[CH:14][C:13]([C:16]3([NH:20][C:21](=[O:27])[O:22][C:23]([CH3:26])([CH3:25])[CH3:24])[CH2:19][CH2:18][CH2:17]3)=[CH:12][CH:11]=2)=O)[CH:6]=[CH:5][CH:4]=[CH:3][CH:2]=1.[Cl:28][C:29]1[C:34]([CH:35]=O)=[C:33]([NH:37]C(=O)OC(C)(C)C)[CH:32]=[CH:31][N:30]=1.C(=O)([O-])[O-].[K+].[K+].CN(C=O)C, predict the reaction product. The product is: [Cl:28][C:29]1[N:30]=[CH:31][CH:32]=[C:33]2[C:34]=1[CH:35]=[C:7]([C:1]1[CH:6]=[CH:5][CH:4]=[CH:3][CH:2]=1)[C:8]([C:10]1[CH:15]=[CH:14][C:13]([C:16]3([NH:20][C:21](=[O:27])[O:22][C:23]([CH3:24])([CH3:25])[CH3:26])[CH2:17][CH2:18][CH2:19]3)=[CH:12][CH:11]=1)=[N:37]2. (4) Given the reactants C([O:3][C:4](=O)[CH2:5][N:6]1[CH2:10][CH2:9][O:8][C:7]1=[O:11])C.O.[NH2:14][NH2:15], predict the reaction product. The product is: [O:11]=[C:7]1[N:6]([CH2:5][C:4]([NH:14][NH2:15])=[O:3])[CH2:10][CH2:9][O:8]1. (5) Given the reactants OS(O)(=O)=O.[Cl:6][C:7]1[S:11][C:10]([S:12]([NH:15][C:16]2[CH:24]=[CH:23][C:19]([C:20]([OH:22])=[O:21])=[C:18]([OH:25])[CH:17]=2)(=[O:14])=[O:13])=[CH:9][C:8]=1[C:26]1[CH:27]=[CH:28][C:29]2[O:33][CH2:32][CH2:31][C:30]=2[CH:34]=1.[CH2:35]1COCC1.O, predict the reaction product. The product is: [Cl:6][C:7]1[S:11][C:10]([S:12]([NH:15][C:16]2[CH:24]=[CH:23][C:19]([C:20]([O:22][CH3:35])=[O:21])=[C:18]([OH:25])[CH:17]=2)(=[O:13])=[O:14])=[CH:9][C:8]=1[C:26]1[CH:27]=[CH:28][C:29]2[O:33][CH2:32][CH2:31][C:30]=2[CH:34]=1.